This data is from Forward reaction prediction with 1.9M reactions from USPTO patents (1976-2016). The task is: Predict the product of the given reaction. (1) Given the reactants [CH3:1][O:2][CH2:3][CH2:4][O:5][C:6]1[C:7]([CH3:19])=[C:8]([CH:12]=[CH:13][C:14]=1[S:15]([CH3:18])(=[O:17])=[O:16])[C:9]([OH:11])=O.C(Cl)(=O)C(Cl)=O.CN(C=O)C.Cl.[OH:32][C:33]1[N:37]([CH3:38])[N:36]=[CH:35][CH:34]=1, predict the reaction product. The product is: [CH3:1][O:2][CH2:3][CH2:4][O:5][C:6]1[C:7]([CH3:19])=[C:8]([C:9]([C:34]2[CH:35]=[N:36][N:37]([CH3:38])[C:33]=2[OH:32])=[O:11])[CH:12]=[CH:13][C:14]=1[S:15]([CH3:18])(=[O:17])=[O:16]. (2) Given the reactants C(OC(=O)[NH:7][C@H:8]1[CH2:13][CH2:12][C@H:11]([C:14](=[O:19])[NH:15][CH:16]([CH3:18])[CH3:17])[CH2:10][CH2:9]1)(C)(C)C.C(O)(C(F)(F)F)=O, predict the reaction product. The product is: [CH:16]([NH:15][C:14]([C@H:11]1[CH2:10][CH2:9][C@H:8]([NH2:7])[CH2:13][CH2:12]1)=[O:19])([CH3:18])[CH3:17]. (3) Given the reactants [NH2:1][C:2]([NH2:4])=[S:3].[C:5]1(=O)[CH:10]=[CH:9][C:8](=[O:11])[CH:7]=[CH:6]1, predict the reaction product. The product is: [NH2:1][C:2]1[S:3][C:10]2[CH:9]=[C:8]([OH:11])[CH:7]=[CH:6][C:5]=2[N:4]=1. (4) Given the reactants Cl[CH:2]([CH:8]([OH:12])[CH2:9][CH2:10][CH3:11])[C:3]([O:5][CH2:6][CH3:7])=[O:4].C(O)C.[O-]CC.[Na+].C(O)C, predict the reaction product. The product is: [CH2:9]([C@@H:8]1[O:12][C@H:2]1[C:3]([O:5][CH2:6][CH3:7])=[O:4])[CH2:10][CH3:11]. (5) Given the reactants [CH3:1][C:2]([CH3:31])([CH3:30])[CH2:3][C:4]1[N:5]=[C:6]([C:15]([OH:29])(C)[CH2:16][C:17]2[CH:22]=[CH:21][C:20]([Sn](C)(C)C)=[CH:19][C:18]=2[F:27])[N:7]([S:9]([N:12]([CH3:14])[CH3:13])(=[O:11])=[O:10])[CH:8]=1.Br[C:33]1[CH:38]=[CH:37][C:36]([F:39])=[CH:35][N:34]=1, predict the reaction product. The product is: [CH3:31][C:2]([CH3:30])([CH3:1])[CH2:3][C:4]1[N:5]=[C:6]([C:15](=[O:29])[CH2:16][C:17]2[CH:22]=[CH:21][C:20]([C:33]3[CH:38]=[CH:37][C:36]([F:39])=[CH:35][N:34]=3)=[CH:19][C:18]=2[F:27])[N:7]([S:9]([N:12]([CH3:14])[CH3:13])(=[O:11])=[O:10])[CH:8]=1. (6) Given the reactants [H-].[H-].[H-].[H-].[Li+].[Al+3].[C:7]([C:11]1[CH:12]=[C:13]2[C:18](=[CH:19][CH:20]=1)[O:17][C:16](=[O:21])[CH2:15][C:14]2([CH3:23])[CH3:22])([CH3:10])([CH3:9])[CH3:8], predict the reaction product. The product is: [C:7]([C:11]1[CH:20]=[CH:19][C:18]([OH:17])=[C:13]([C:14]([CH3:23])([CH3:22])[CH2:15][CH2:16][OH:21])[CH:12]=1)([CH3:10])([CH3:8])[CH3:9]. (7) Given the reactants [O:1]=[C:2]1[CH2:7][CH2:6][N:5]([C:8]([O:10][C:11]([CH3:14])([CH3:13])[CH3:12])=[O:9])[CH2:4][CH2:3]1, predict the reaction product. The product is: [CH3:4][N:5]([CH:8]=[C:7]1[C:2](=[O:1])[CH2:3][CH2:4][N:5]([C:8]([O:10][C:11]([CH3:14])([CH3:13])[CH3:12])=[O:9])[CH2:6]1)[CH3:6]. (8) Given the reactants [CH:1]1[C:13]2[CH:12]([CH2:14][O:15][C:16]([NH:18][CH2:19][CH2:20][O:21][CH2:22][CH2:23][O:24][CH2:25][C:26]([OH:28])=[O:27])=[O:17])[C:11]3[C:6](=[CH:7][CH:8]=[CH:9][CH:10]=3)[C:5]=2[CH:4]=[CH:3][CH:2]=1.O[N:30]1[C:34](=[O:35])[CH2:33][CH2:32][C:31]1=[O:36].CC(C)N=C=NC(C)C, predict the reaction product. The product is: [CH:10]1[C:11]2[CH:12]([CH2:14][O:15][C:16]([NH:18][CH2:19][CH2:20][O:21][CH2:22][CH2:23][O:24][CH2:25][C:26]([O:28][N:30]3[C:34](=[O:35])[CH2:33][CH2:32][C:31]3=[O:36])=[O:27])=[O:17])[C:13]3[C:5](=[CH:4][CH:3]=[CH:2][CH:1]=3)[C:6]=2[CH:7]=[CH:8][CH:9]=1. (9) Given the reactants Cl[C:2]1[N:7]=[C:6]([O:8][CH3:9])[N:5]=[C:4]([NH:10][CH2:11][CH2:12][C:13]2[CH:18]=[CH:17][C:16]([O:19][C:20]([F:23])([F:22])[F:21])=[CH:15][CH:14]=2)[CH:3]=1.[CH2:24]([O:26][C:27](=[O:35])[CH2:28][CH:29]1[CH2:34][CH2:33][CH2:32][NH:31][CH2:30]1)[CH3:25].C(=O)([O-])[O-].[K+].[K+], predict the reaction product. The product is: [CH2:24]([O:26][C:27](=[O:35])[CH2:28][CH:29]1[CH2:34][CH2:33][CH2:32][N:31]([C:2]2[CH:3]=[C:4]([NH:10][CH2:11][CH2:12][C:13]3[CH:18]=[CH:17][C:16]([O:19][C:20]([F:23])([F:22])[F:21])=[CH:15][CH:14]=3)[N:5]=[C:6]([O:8][CH3:9])[N:7]=2)[CH2:30]1)[CH3:25].